From a dataset of Forward reaction prediction with 1.9M reactions from USPTO patents (1976-2016). Predict the product of the given reaction. Given the reactants Cl[C:2]1[CH:3]=[CH:4][C:5]2[N:6]=[C:7]([CH2:20][N:21]3[CH2:24][CH:23]([F:25])[CH2:22]3)[N:8]3[C:16]4[CH:15]=[CH:14][CH:13]=[C:12]([F:17])[C:11]=4[CH:10]=[C:9]3[C:18]=2[N:19]=1.[CH3:26][NH:27][C:28]([C:30]1[C:34]2[CH:35]=[C:36](B3OC(C)(C)C(C)(C)O3)[C:37]([N:39]([CH3:44])[S:40]([CH3:43])(=[O:42])=[O:41])=[CH:38][C:33]=2[O:32][C:31]=1[C:54]1[CH:55]=[N:56][C:57]([CH3:60])=[CH:58][CH:59]=1)=[O:29].C([O-])([O-])=O.[K+].[K+].CC(C1C=C(C(C)C)C(C2C=CC=CC=2P(C2CCCCC2)C2CCCCC2)=C(C(C)C)C=1)C, predict the reaction product. The product is: [F:17][C:12]1[C:11]2[CH:10]=[C:9]3[C:18]4[N:19]=[C:2]([C:36]5[C:37]([N:39]([CH3:44])[S:40]([CH3:43])(=[O:42])=[O:41])=[CH:38][C:33]6[O:32][C:31]([C:54]7[CH:55]=[N:56][C:57]([CH3:60])=[CH:58][CH:59]=7)=[C:30]([C:28]([NH:27][CH3:26])=[O:29])[C:34]=6[CH:35]=5)[CH:3]=[CH:4][C:5]=4[N:6]=[C:7]([CH2:20][N:21]4[CH2:24][CH:23]([F:25])[CH2:22]4)[N:8]3[C:16]=2[CH:15]=[CH:14][CH:13]=1.